This data is from Forward reaction prediction with 1.9M reactions from USPTO patents (1976-2016). The task is: Predict the product of the given reaction. Given the reactants [CH2:1]1[O:9][C:8]2[CH:7]=[CH:6][C:5]([CH:10]3[C:22]4[NH:21][C:20]5[C:15](=[CH:16][CH:17]=[CH:18][CH:19]=5)[C:14]=4[CH2:13][CH2:12][N:11]3[C:23]3[N:28]=[CH:27][C:26]([C:29]4[CH:30]=[N:31][CH:32]=[CH:33][CH:34]=4)=[CH:25][N:24]=3)=[CH:4][C:3]=2[O:2]1.[H-].[Na+].CN(C=[O:41])C, predict the reaction product. The product is: [N:31]1[CH:32]=[CH:33][CH:34]=[C:29]([C:26]2[CH:27]=[N:28][C:23]([N:11]3[CH2:12][C:13]4[C:14](=[O:41])[C:15]5[CH:16]=[CH:17][CH:18]=[CH:19][C:20]=5[NH:21][C:22]=4[CH:10]3[C:5]3[CH:6]=[CH:7][C:8]4[O:9][CH2:1][O:2][C:3]=4[CH:4]=3)=[N:24][CH:25]=2)[CH:30]=1.